This data is from Forward reaction prediction with 1.9M reactions from USPTO patents (1976-2016). The task is: Predict the product of the given reaction. (1) Given the reactants [N:1]1[CH:6]=[CH:5][C:4]([CH2:7][O:8][CH:9]2[CH2:12][N:11]([C:13]([O:15][C:16]([CH3:19])([CH3:18])[CH3:17])=[O:14])[CH2:10]2)=[CH:3][CH:2]=1.C(O)(=O)C, predict the reaction product. The product is: [NH:1]1[CH2:2][CH2:3][CH:4]([CH2:7][O:8][CH:9]2[CH2:12][N:11]([C:13]([O:15][C:16]([CH3:19])([CH3:18])[CH3:17])=[O:14])[CH2:10]2)[CH2:5][CH2:6]1. (2) Given the reactants [C:1]([O:5][C@@H:6]([C:12]1[C:13]([CH3:48])=[N:14][C:15]2[N:16]([N:31]=[C:32]([C:34](=O)[NH:35][CH2:36][C:37](=O)[CH2:38][C:39]3[CH:44]=[CH:43][C:42]([F:45])=[CH:41][CH:40]=3)[CH:33]=2)[C:17]=1[N:18]1[CH2:23][CH2:22][C:21](O)([C:24]2[CH:29]=[CH:28][CH:27]=[CH:26][CH:25]=2)[CH2:20][CH2:19]1)[C:7]([O:9]CC)=[O:8])([CH3:4])([CH3:3])[CH3:2].COC1C=CC(P2(SP(C3C=CC(OC)=CC=3)(=S)S2)=[S:58])=CC=1, predict the reaction product. The product is: [C:1]([O:5][C@@H:6]([C:12]1[C:13]([CH3:48])=[N:14][C:15]2[N:16]([N:31]=[C:32]([C:34]3[S:58][C:37]([CH2:38][C:39]4[CH:44]=[CH:43][C:42]([F:45])=[CH:41][CH:40]=4)=[CH:36][N:35]=3)[CH:33]=2)[C:17]=1[N:18]1[CH2:23][CH2:22][C:21]([C:24]2[CH:29]=[CH:28][CH:27]=[CH:26][CH:25]=2)=[CH:20][CH2:19]1)[C:7]([OH:9])=[O:8])([CH3:4])([CH3:3])[CH3:2].